From a dataset of Reaction yield outcomes from USPTO patents with 853,638 reactions. Predict the reaction yield, written as a fraction of the theoretical maximum amount of product (1.0 means a 100% yield; for example, 0.34 means a 34% yield). The reactants are Br[CH2:2][C:3]([CH3:5])=[CH2:4].[Br:6][C:7]1[CH:12]=[CH:11][C:10]([N+:13]([O-:15])=[O:14])=[CH:9][C:8]=1[NH:16][C:17](=[O:19])[CH3:18].C(=O)([O-])[O-].[K+].[K+]. The catalyst is CN(C=O)C. The product is [Br:6][C:7]1[CH:12]=[CH:11][C:10]([N+:13]([O-:15])=[O:14])=[CH:9][C:8]=1[N:16]([CH2:2][C:3]([CH3:5])=[CH2:4])[C:17](=[O:19])[CH3:18]. The yield is 0.850.